This data is from Catalyst prediction with 721,799 reactions and 888 catalyst types from USPTO. The task is: Predict which catalyst facilitates the given reaction. (1) Reactant: C(=O)([O-])[O-].[Na+].[Na+].[CH2:7]([OH:15])[CH2:8][CH2:9][CH2:10][CH2:11][CH2:12][CH2:13][CH3:14].[C:16]([O:19][CH:20]=[CH2:21])(=[O:18])[CH3:17].C(OCCCCCCCC)=C.C(OCCCCCCCC)(=O)C. Product: [C:16]([O:19][CH:20]([O:15][CH2:7][CH2:8][CH2:9][CH2:10][CH2:11][CH2:12][CH2:13][CH3:14])[CH3:21])(=[O:18])[CH3:17]. The catalyst class is: 11. (2) Reactant: [Cl:1][C:2]1[CH:7]=[CH:6][C:5]([C:8]2([OH:28])[CH2:13][CH2:12][N:11]([CH2:14][CH2:15][C:16]3[C:17]([C:21]4[CH:26]=[CH:25][C:24]([F:27])=[CH:23][CH:22]=4)=[N:18][NH:19][CH:20]=3)[CH2:10][CH2:9]2)=[CH:4][CH:3]=1.O.[ClH:30].Cl.Cl.[F-].[K+].[K+].[Br-]. Product: [OH2:28].[ClH:1].[ClH:30].[Cl:1][C:2]1[CH:7]=[CH:6][C:5]([C:8]2([OH:28])[CH2:9][CH2:10][N:11]([CH2:14][CH2:15][C:16]3[C:17]([C:21]4[CH:22]=[CH:23][C:24]([F:27])=[CH:25][CH:26]=4)=[N:18][NH:19][CH:20]=3)[CH2:12][CH2:13]2)=[CH:4][CH:3]=1. The catalyst class is: 32. (3) Reactant: [Cl:1][C:2]1[CH:3]=[C:4]([CH:27]=[CH:28][CH:29]=1)[O:5][C:6]1[C:11]([O:12][CH2:13][CH2:14][CH2:15][C:16]2[CH:21]=[CH:20][N:19]=[CH:18][C:17]=2[C:22]([O:24]CC)=[O:23])=[CH:10][CH:9]=[CH:8][N:7]=1.[OH-].[Na+]. Product: [Cl:1][C:2]1[CH:3]=[C:4]([CH:27]=[CH:28][CH:29]=1)[O:5][C:6]1[C:11]([O:12][CH2:13][CH2:14][CH2:15][C:16]2[CH:21]=[CH:20][N:19]=[CH:18][C:17]=2[C:22]([OH:24])=[O:23])=[CH:10][CH:9]=[CH:8][N:7]=1. The catalyst class is: 5. (4) Reactant: C([Mg]Br)C.[I:5][C:6]1[N:7]=[C:8]2[C:14]3[CH:15]=[CH:16][C:17]([C:19]([O:21][CH3:22])=[O:20])=[CH:18][C:13]=3[O:12][CH2:11][CH2:10][N:9]2[C:23]=1I.[NH4+].[Cl-]. Product: [I:5][C:6]1[N:7]=[C:8]2[C:14]3[CH:15]=[CH:16][C:17]([C:19]([O:21][CH3:22])=[O:20])=[CH:18][C:13]=3[O:12][CH2:11][CH2:10][N:9]2[CH:23]=1. The catalyst class is: 385.